Dataset: Full USPTO retrosynthesis dataset with 1.9M reactions from patents (1976-2016). Task: Predict the reactants needed to synthesize the given product. (1) Given the product [CH3:4][S:1]([O:5][CH:19]1[CH2:20][CH2:21][O:15][CH:14]([C:13]2[CH:12]=[N:11][C:10]([O:9][CH:6]([CH3:8])[CH3:7])=[CH:17][CH:16]=2)[CH2:18]1)(=[O:3])=[O:2], predict the reactants needed to synthesize it. The reactants are: [S:1]([OH:5])([CH3:4])(=[O:3])=[O:2].[CH:6]([O:9][C:10]1[CH:17]=[CH:16][C:13]([CH:14]=[O:15])=[CH:12][N:11]=1)([CH3:8])[CH3:7].[CH2:18](O)[CH2:19][CH:20]=[CH2:21].C([O-])(O)=O.[Na+]. (2) Given the product [N:25]1[C:26]2[C:31](=[CH:30][CH:29]=[CH:28][CH:27]=2)[CH:32]=[CH:33][C:24]=1[CH2:23][O:22][C:20]1[CH:21]=[C:4]([NH2:1])[C:5]([NH:6][CH2:7][C:8]2[CH:13]=[CH:12][C:11]([C:14]([F:16])([F:17])[F:15])=[CH:10][CH:9]=2)=[CH:18][CH:19]=1, predict the reactants needed to synthesize it. The reactants are: [N+:1]([C:4]1[CH:21]=[C:20]([O:22][CH2:23][C:24]2[CH:33]=[CH:32][C:31]3[C:26](=[CH:27][CH:28]=[CH:29][CH:30]=3)[N:25]=2)[CH:19]=[CH:18][C:5]=1[NH:6][CH2:7][C:8]1[CH:13]=[CH:12][C:11]([C:14]([F:17])([F:16])[F:15])=[CH:10][CH:9]=1)([O-])=O.CCN(C(C)C)C(C)C. (3) Given the product [ClH:36].[ClH:36].[F:35][C:2]([F:1])([F:34])[C:3]1[CH:4]=[CH:5][C:6]([C@:9]23[CH2:14][C@H:13]2[CH2:12][N:11]([CH2:15][CH2:16][CH2:17][N:18]2[CH:23]=[C:22]([C:24]4[C:25]([CH3:31])=[N:26][N:27]([CH3:30])[C:28]=4[CH3:29])[C:21](=[O:32])[NH:20][C:19]2=[O:33])[CH2:10]3)=[CH:7][CH:8]=1, predict the reactants needed to synthesize it. The reactants are: [F:1][C:2]([F:35])([F:34])[C:3]1[CH:8]=[CH:7][C:6]([C@:9]23[CH2:14][C@H:13]2[CH2:12][N:11]([CH2:15][CH2:16][CH2:17][N:18]2[CH:23]=[C:22]([C:24]4[C:25]([CH3:31])=[N:26][N:27]([CH3:30])[C:28]=4[CH3:29])[C:21](=[O:32])[NH:20][C:19]2=[O:33])[CH2:10]3)=[CH:5][CH:4]=1.[ClH:36].CO. (4) Given the product [CH3:36][O:35][C:3]1[CH:4]=[C:5]2[C:10](=[CH:11][C:2]=1[O:1][CH2:47][CH2:48][N:49]1[CH:53]=[CH:52][N:51]=[N:50]1)[N:9]=[CH:8][N:7]=[C:6]2[NH:12][C:13]1[CH:18]=[C:17]([NH:19][C:20]([C:22]2[CH:27]=[CH:26][N:25]=[C:24]([N:28]3[CH2:33][CH2:32][O:31][CH2:30][CH2:29]3)[CH:23]=2)=[O:21])[CH:16]=[CH:15][C:14]=1[CH3:34], predict the reactants needed to synthesize it. The reactants are: [OH:1][C:2]1[CH:11]=[C:10]2[C:5]([C:6]([NH:12][C:13]3[CH:18]=[C:17]([NH:19][C:20]([C:22]4[CH:27]=[CH:26][N:25]=[C:24]([N:28]5[CH2:33][CH2:32][O:31][CH2:30][CH2:29]5)[CH:23]=4)=[O:21])[CH:16]=[CH:15][C:14]=3[CH3:34])=[N:7][CH:8]=[N:9]2)=[CH:4][C:3]=1[O:35][CH3:36].C1(C)C=CC(S(O[CH2:47][CH2:48][N:49]2[CH:53]=[CH:52][N:51]=[N:50]2)(=O)=O)=CC=1.C(=O)([O-])[O-].[Cs+].[Cs+]. (5) Given the product [CH3:16][O:1][C:2]1[C:11]2[C:6](=[CH:7][CH:8]=[C:9]([CH3:12])[CH:10]=2)[O:5][C:4](=[O:13])[CH:3]=1, predict the reactants needed to synthesize it. The reactants are: [OH:1][C:2]1[C:11]2[C:6](=[CH:7][CH:8]=[C:9]([CH3:12])[CH:10]=2)[O:5][C:4](=[O:13])[CH:3]=1.[H-].[Na+].[CH3:16]I.